Dataset: Forward reaction prediction with 1.9M reactions from USPTO patents (1976-2016). Task: Predict the product of the given reaction. The product is: [CH:3]1([CH2:6][S:7]([NH:10][C:18]2[C:19]([F:28])=[C:20]([C:24]([F:27])=[CH:25][CH:26]=2)[C:21]([OH:23])=[O:22])(=[O:8])=[O:9])[CH2:5][CH2:4]1. Given the reactants [OH-].[Na+].[CH:3]1([CH2:6][S:7]([N:10]([C:18]2[C:19]([F:28])=[C:20]([C:24]([F:27])=[CH:25][CH:26]=2)[C:21]([OH:23])=[O:22])S(CC2CC2)(=O)=O)(=[O:9])=[O:8])[CH2:5][CH2:4]1, predict the reaction product.